This data is from Catalyst prediction with 721,799 reactions and 888 catalyst types from USPTO. The task is: Predict which catalyst facilitates the given reaction. (1) Reactant: [Cl:1][C:2]1[CH:3]=[C:4]([N:13]([CH2:20][CH3:21])[CH:14]2[CH2:19][CH2:18][NH:17][CH2:16][CH2:15]2)[C:5]([CH3:12])=[C:6]([CH:11]=1)[C:7]([O:9][CH3:10])=[O:8].Br[CH2:23][CH2:24][C:25]1[CH:30]=[CH:29][CH:28]=[C:27]([O:31][CH3:32])[CH:26]=1.C([O-])([O-])=O.[K+].[K+]. Product: [Cl:1][C:2]1[CH:3]=[C:4]([N:13]([CH2:20][CH3:21])[CH:14]2[CH2:19][CH2:18][N:17]([CH2:23][CH2:24][C:25]3[CH:30]=[CH:29][CH:28]=[C:27]([O:31][CH3:32])[CH:26]=3)[CH2:16][CH2:15]2)[C:5]([CH3:12])=[C:6]([CH:11]=1)[C:7]([O:9][CH3:10])=[O:8]. The catalyst class is: 47. (2) Product: [O:51]1[C:52]2[CH:53]=[CH:54][C:46]([CH2:45][NH:55][C:17]([C:16]3[N:11]4[CH2:12][CH2:13][CH2:14][CH2:15][C:10]4=[N:9][C:8]=3[N:7]([C:5](=[O:6])[C:4]3[CH:21]=[CH:22][CH:23]=[C:2]([Cl:1])[CH:3]=3)[CH3:20])=[O:18])=[CH:47][C:48]=2[O:49][CH2:50]1. Reactant: [Cl:1][C:2]1[CH:3]=[C:4]([CH:21]=[CH:22][CH:23]=1)[C:5]([N:7]([CH3:20])[C:8]1[N:9]=[C:10]2[CH2:15][CH2:14][CH2:13][CH2:12][N:11]2[C:16]=1[C:17](O)=[O:18])=[O:6].CCN=C=NCCCN(C)C.C1C=NC2N(O)N=NC=2C=1.[CH2:45]([NH2:55])[C:46]1[CH:54]=[CH:53][C:52]2[O:51][CH2:50][O:49][C:48]=2[CH:47]=1. The catalyst class is: 2. (3) Product: [F:1][C:2]1[C:3]([C:4]#[N:5])=[CH:6][CH:7]=[C:8]2[C:9]=1[CH:10]=[N:14][NH:15]2. Reactant: [F:1][C:2]1[C:9]([CH:10]=O)=[C:8](F)[CH:7]=[CH:6][C:3]=1[C:4]#[N:5].O.[NH2:14][NH2:15].C(OCC)(=O)C. The catalyst class is: 83. (4) The catalyst class is: 6. Product: [O:20]1[CH2:25][CH2:24][CH2:23][CH2:22][CH:21]1[O:26][C:27]1[CH:32]=[CH:31][C:30]([C:33]([F:34])([F:35])[F:36])=[CH:29][C:28]=1[C:40](=[O:43])[CH2:41][CH3:42]. Reactant: CN(C)CCN(C)C.C([Li])CCC.CCCCCC.[O:20]1[CH2:25][CH2:24][CH2:23][CH2:22][CH:21]1[O:26][C:27]1[CH:32]=[CH:31][C:30]([C:33]([F:36])([F:35])[F:34])=[CH:29][CH:28]=1.CON(C)[C:40](=[O:43])[CH2:41][CH3:42].Cl. (5) Reactant: [CH2:1]([O:3][C:4](=[O:12])[N:5]([CH2:9][CH2:10]Cl)[CH2:6][CH2:7]Cl)[CH3:2].[Na+].[I-].[C:15]([NH2:19])([CH3:18])([CH3:17])[CH3:16].C([O-])([O-])=O.[K+].[K+]. Product: [CH2:1]([O:3][C:4]([N:5]1[CH2:9][CH2:10][N:19]([C:15]([CH3:18])([CH3:17])[CH3:16])[CH2:7][CH2:6]1)=[O:12])[CH3:2]. The catalyst class is: 107. (6) Reactant: C1([O:7][C:8](=O)[NH:9][C:10]2[CH:15]=[C:14]([O:16][C:17]3[CH:22]=[CH:21][C:20]([NH:23][C:24]([C:26]4([C:29](=[O:38])[NH:30][C:31]5[CH:36]=[CH:35][C:34]([F:37])=[CH:33][CH:32]=5)[CH2:28][CH2:27]4)=[O:25])=[CH:19][C:18]=3[F:39])[N:13]=[CH:12][N:11]=2)C=CC=CC=1.Cl.Cl.[N:43]1([CH:47]2[CH2:52][CH2:51][NH:50][CH2:49][CH2:48]2)[CH2:46][CH2:45][CH2:44]1.C(N(CC)CC)C.O. Product: [N:43]1([CH:47]2[CH2:52][CH2:51][N:50]([C:8]([NH:9][C:10]3[N:11]=[CH:12][N:13]=[C:14]([O:16][C:17]4[CH:22]=[CH:21][C:20]([NH:23][C:24]([C:26]5([C:29]([NH:30][C:31]6[CH:36]=[CH:35][C:34]([F:37])=[CH:33][CH:32]=6)=[O:38])[CH2:27][CH2:28]5)=[O:25])=[CH:19][C:18]=4[F:39])[CH:15]=3)=[O:7])[CH2:49][CH2:48]2)[CH2:46][CH2:45][CH2:44]1. The catalyst class is: 9. (7) Reactant: Cl[C:2]1[CH:7]=[C:6]([Cl:8])[N:5]=[C:4]([N:9]2[CH2:14][CH2:13][O:12][CH2:11][CH2:10]2)[N:3]=1.CCN(C(C)C)C(C)C.[NH2:24][CH2:25][CH2:26][C:27]1[CH:28]=[N:29][CH:30]=[CH:31][CH:32]=1. Product: [Cl:8][C:6]1[N:5]=[C:4]([N:9]2[CH2:14][CH2:13][O:12][CH2:11][CH2:10]2)[N:3]=[C:2]([NH:24][CH2:25][CH2:26][C:27]2[CH:28]=[N:29][CH:30]=[CH:31][CH:32]=2)[CH:7]=1. The catalyst class is: 5. (8) Reactant: [CH3:1][Si](C[Li])(C)C.[CH2:7]([NH:14][C:15]([C:17]1([C:21]([O:23]CC)=O)[CH2:20][CH2:19][CH2:18]1)=[O:16])[C:8]1[CH:13]=[CH:12][CH:11]=[CH:10][CH:9]=1. Product: [C:21]([C:17]1([C:15]([NH:14][CH2:7][C:8]2[CH:9]=[CH:10][CH:11]=[CH:12][CH:13]=2)=[O:16])[CH2:18][CH2:19][CH2:20]1)(=[O:23])[CH3:1]. The catalyst class is: 1. (9) Reactant: C1(P(C2CCCCC2)C2CCCCC2)CCCCC1.Br[C:21]1[C:33]2[C:32]3[C:27](=[CH:28][C:29]([NH:34][CH:35]([CH3:37])[CH3:36])=[CH:30][CH:31]=3)[NH:26][C:25]=2[C:24]([C:38]([NH2:40])=[O:39])=[CH:23][CH:22]=1.[CH3:41][C:42]1([CH3:58])[C:46]([CH3:48])([CH3:47])[O:45][B:44]([B:44]2[O:45][C:46]([CH3:48])([CH3:47])[C:42]([CH3:58])([CH3:41])[O:43]2)[O:43]1.C([O-])(=O)C.[K+]. Product: [CH:35]([NH:34][C:29]1[CH:28]=[C:27]2[C:32]([C:33]3[C:21]([B:44]4[O:45][C:46]([CH3:48])([CH3:47])[C:42]([CH3:58])([CH3:41])[O:43]4)=[CH:22][CH:23]=[C:24]([C:38]([NH2:40])=[O:39])[C:25]=3[NH:26]2)=[CH:31][CH:30]=1)([CH3:37])[CH3:36]. The catalyst class is: 62.